From a dataset of Catalyst prediction with 721,799 reactions and 888 catalyst types from USPTO. Predict which catalyst facilitates the given reaction. (1) Reactant: [CH2:1]([Mg]Cl)[C:2]1[CH:7]=[CH:6][CH:5]=[CH:4][CH:3]=1.CCOCC.[C:15](=[S:17])=[S:16].Br[CH:19]([CH3:23])[C:20]([OH:22])=[O:21]. Product: [C:2]1([CH2:1][C:15]([S:17][CH:19]([CH3:23])[C:20]([OH:22])=[O:21])=[S:16])[CH:7]=[CH:6][CH:5]=[CH:4][CH:3]=1. The catalyst class is: 54. (2) Reactant: [CH2:1]([O:4][C:5](=[O:23])[NH:6][C:7]1[CH:12]=[CH:11][CH:10]=[C:9]([C:13](=O)[CH2:14][C:15]2[CH:20]=[CH:19][N:18]=[C:17]([Cl:21])[N:16]=2)[CH:8]=1)[CH:2]=[CH2:3].C1C(=O)N(Br)C(=O)C1.[C:32]([NH2:35])(=[S:34])[CH3:33]. Product: [CH2:1]([O:4][C:5](=[O:23])[NH:6][C:7]1[CH:12]=[CH:11][CH:10]=[C:9]([C:13]2[N:35]=[C:32]([CH3:33])[S:34][C:14]=2[C:15]2[CH:20]=[CH:19][N:18]=[C:17]([Cl:21])[N:16]=2)[CH:8]=1)[CH:2]=[CH2:3]. The catalyst class is: 173.